This data is from Merck oncology drug combination screen with 23,052 pairs across 39 cell lines. The task is: Regression. Given two drug SMILES strings and cell line genomic features, predict the synergy score measuring deviation from expected non-interaction effect. (1) Drug 1: CCN(CC)CCNC(=O)c1c(C)[nH]c(C=C2C(=O)Nc3ccc(F)cc32)c1C. Drug 2: CC(C)CC(NC(=O)C(Cc1ccccc1)NC(=O)c1cnccn1)B(O)O. Cell line: DLD1. Synergy scores: synergy=2.92. (2) Drug 1: O=c1[nH]cc(F)c(=O)[nH]1. Drug 2: CNC(=O)c1cc(Oc2ccc(NC(=O)Nc3ccc(Cl)c(C(F)(F)F)c3)cc2)ccn1. Cell line: NCIH520. Synergy scores: synergy=5.29.